From a dataset of Reaction yield outcomes from USPTO patents with 853,638 reactions. Predict the reaction yield, written as a fraction of the theoretical maximum amount of product (1.0 means a 100% yield; for example, 0.34 means a 34% yield). (1) The reactants are [Br:1][C:2]1[NH:6][CH:5]=[C:4]([CH2:7][N:8]([CH3:16])[C:9](=[O:15])[O:10][C:11]([CH3:14])([CH3:13])[CH3:12])[CH:3]=1.[H-].[Na+].C1OCCOCCOCCOCCOC1.Cl.[N:35]1[CH:40]=[CH:39][CH:38]=[C:37]([S:41](Cl)(=[O:43])=[O:42])[CH:36]=1. The catalyst is CN(C)C=O.O1CCCC1.O. The product is [Br:1][C:2]1[N:6]([S:41]([C:37]2[CH:36]=[N:35][CH:40]=[CH:39][CH:38]=2)(=[O:43])=[O:42])[CH:5]=[C:4]([CH2:7][N:8]([CH3:16])[C:9](=[O:15])[O:10][C:11]([CH3:12])([CH3:13])[CH3:14])[CH:3]=1. The yield is 0.850. (2) The reactants are [I-].[Na+].[C:3](OC(=O)C)(=[O:5])[CH3:4].[CH2:10]([O:12][C:13](=[O:35])[CH2:14][N:15]1[C:23]2[CH2:22][CH2:21][CH2:20][C:19](=[N:24]O)[C:18]=2[C:17]([S:26][C:27]2[CH:32]=[CH:31][C:30]([Cl:33])=[CH:29][CH:28]=2)=[C:16]1[CH3:34])[CH3:11].S([O-])([O-])(=O)=S.[Na+].[Na+]. The catalyst is C1(C)C(C)=CC=CC=1.C(O)(=O)C.O. The product is [CH2:10]([O:12][C:13](=[O:35])[CH2:14][N:15]1[C:23]2[C:18](=[C:19]([NH:24][C:3](=[O:5])[CH3:4])[CH:20]=[CH:21][CH:22]=2)[C:17]([S:26][C:27]2[CH:32]=[CH:31][C:30]([Cl:33])=[CH:29][CH:28]=2)=[C:16]1[CH3:34])[CH3:11]. The yield is 0.810.